This data is from Full USPTO retrosynthesis dataset with 1.9M reactions from patents (1976-2016). The task is: Predict the reactants needed to synthesize the given product. Given the product [OH:17][CH2:18][C:19]1[CH:20]=[C:21]([N:25]2[CH2:30][CH2:29][N:28]([C:12]([C:11]3[CH:10]=[CH:9][NH:8][C:7]=3[C:1]3[CH:2]=[CH:3][CH:4]=[CH:5][CH:6]=3)=[O:14])[CH2:27][CH2:26]2)[CH:22]=[CH:23][CH:24]=1, predict the reactants needed to synthesize it. The reactants are: [C:1]1([C:7]2[NH:8][CH:9]=[CH:10][C:11]=2[C:12]([OH:14])=O)[CH:6]=[CH:5][CH:4]=[CH:3][CH:2]=1.Cl.Cl.[OH:17][CH2:18][C:19]1[CH:20]=[C:21]([N:25]2[CH2:30][CH2:29][NH:28][CH2:27][CH2:26]2)[CH:22]=[CH:23][CH:24]=1.Cl.CN(C)CCCN=C=NCC.O.ON1C2C=CC=CC=2N=N1.